From a dataset of Forward reaction prediction with 1.9M reactions from USPTO patents (1976-2016). Predict the product of the given reaction. (1) Given the reactants [BH4-].[Na+].C([O:10][C:11]1[C:15]([C:16](=O)[C:17]2[CH:22]=[CH:21][C:20]([O:23][CH3:24])=[CH:19][CH:18]=2)=[C:14]([O:26][C:27]2[CH:32]=[CH:31][CH:30]=[CH:29][CH:28]=2)[N:13]([CH:33]([CH3:35])[CH3:34])[N:12]=1)C1C=CC=CC=1.C(O)(=O)CC(CC(O)=O)(C(O)=O)O, predict the reaction product. The product is: [CH:33]([N:13]1[C:14]([O:26][C:27]2[CH:32]=[CH:31][CH:30]=[CH:29][CH:28]=2)=[C:15]([CH2:16][C:17]2[CH:18]=[CH:19][C:20]([O:23][CH3:24])=[CH:21][CH:22]=2)[C:11](=[O:10])[NH:12]1)([CH3:34])[CH3:35]. (2) Given the reactants [CH3:1][S:2](Cl)(=[O:4])=[O:3].[OH:6][CH2:7][CH:8]1[CH2:11][N:10]([C:12]([O:14][C:15]([CH3:18])([CH3:17])[CH3:16])=[O:13])[CH2:9]1.C(N(CC)CC)C.ClCCl, predict the reaction product. The product is: [CH3:1][S:2]([O:6][CH2:7][CH:8]1[CH2:11][N:10]([C:12]([O:14][C:15]([CH3:18])([CH3:17])[CH3:16])=[O:13])[CH2:9]1)(=[O:4])=[O:3].